From a dataset of Peptide-MHC class II binding affinity with 134,281 pairs from IEDB. Regression. Given a peptide amino acid sequence and an MHC pseudo amino acid sequence, predict their binding affinity value. This is MHC class II binding data. (1) The peptide sequence is GFLLYAGFAENDIVE. The MHC is DRB1_0101 with pseudo-sequence DRB1_0101. The binding affinity (normalized) is 0.799. (2) The peptide sequence is QDWLGVSRQLRTKAW. The MHC is DRB1_1101 with pseudo-sequence DRB1_1101. The binding affinity (normalized) is 0.604. (3) The peptide sequence is EIGWEAGTAAPDEIP. The MHC is DRB1_0404 with pseudo-sequence DRB1_0404. The binding affinity (normalized) is 0.202. (4) The peptide sequence is SGGVWREMHHLVEFE. The MHC is DRB5_0101 with pseudo-sequence DRB5_0101. The binding affinity (normalized) is 0.536. (5) The peptide sequence is ALHIIAGTPEVHAVK. The MHC is DRB4_0101 with pseudo-sequence DRB4_0103. The binding affinity (normalized) is 0.635. (6) The peptide sequence is FYNEKAFLLTTFDVS. The MHC is HLA-DQA10501-DQB10301 with pseudo-sequence HLA-DQA10501-DQB10301. The binding affinity (normalized) is 0.309.